Dataset: Forward reaction prediction with 1.9M reactions from USPTO patents (1976-2016). Task: Predict the product of the given reaction. (1) Given the reactants [Cl:1][C:2]1[N:3]=[CH:4][NH:5][C:6]=1[Cl:7].[OH-].[K+].[Br:10][CH2:11][CH3:12].[K+].[Br-].Br[CH2:16][CH2:17][C:18]1[CH:27]=[CH:26][C:25]2[C:20](=[CH:21][CH:22]=[CH:23][CH:24]=2)[CH:19]=1, predict the reaction product. The product is: [Br-:10].[CH2:16]([N+:3]1[C:2]([Cl:1])=[C:6]([Cl:7])[N:5]([C:18]2([CH2:17][CH3:16])[CH:27]=[CH:26][C:25]3[C:20](=[CH:21][CH:22]=[CH:23][CH:24]=3)[CH2:19]2)[CH:4]=1)[CH2:17][CH2:18][CH2:19][CH2:20][CH2:21][CH2:22][CH2:23][CH2:11][CH3:12]. (2) Given the reactants [C:1]([C:3]([CH3:41])([CH3:40])[CH2:4][NH:5][C:6]([C:8]1[S:9][C:10]([C:22]2[CH:27]=[CH:26][C:25]([C:28]([OH:37])([C:33]([F:36])([F:35])[F:34])[C:29]([F:32])([F:31])[F:30])=[C:24]([Cl:38])[C:23]=2[Cl:39])=[C:11]([C:13]([N:15]2[CH2:20][CH2:19][CH2:18][CH2:17][C@@H:16]2[CH3:21])=[O:14])[N:12]=1)=[O:7])#[N:2].CC[O-].[Na+].Cl.[NH2:47][OH:48].O, predict the reaction product. The product is: [NH2:2][C:1](=[N:47][OH:48])[C:3]([CH3:40])([CH3:41])[CH2:4][NH:5][C:6]([C:8]1[S:9][C:10]([C:22]2[CH:27]=[CH:26][C:25]([C:28]([OH:37])([C:33]([F:36])([F:35])[F:34])[C:29]([F:30])([F:31])[F:32])=[C:24]([Cl:38])[C:23]=2[Cl:39])=[C:11]([C:13]([N:15]2[CH2:20][CH2:19][CH2:18][CH2:17][C@@H:16]2[CH3:21])=[O:14])[N:12]=1)=[O:7]. (3) The product is: [Br:1][C:2]1[CH:3]=[CH:4][C:5]([F:25])=[C:6]([C@@:8]([NH:18][S@@:19]([C:21]([CH3:24])([CH3:23])[CH3:22])=[O:20])([CH2:9][CH2:10][OH:11])[CH3:17])[CH:7]=1. Given the reactants [Br:1][C:2]1[CH:3]=[CH:4][C:5]([F:25])=[C:6]([C@:8]([NH:18][S@@:19]([C:21]([CH3:24])([CH3:23])[CH3:22])=[O:20])([CH3:17])[CH2:9][C:10](OC(C)(C)C)=[O:11])[CH:7]=1.[Li+].[BH4-].CO, predict the reaction product.